Dataset: Reaction yield outcomes from USPTO patents with 853,638 reactions. Task: Predict the reaction yield, written as a fraction of the theoretical maximum amount of product (1.0 means a 100% yield; for example, 0.34 means a 34% yield). (1) The reactants are [F-].C([N+](CCCC)(CCCC)CCCC)CCC.[CH3:19][C:20]1[S:24][CH:23]=[C:22]([C:25]2[CH:32]=[CH:31][CH:30]=[CH:29][C:26]=2[CH:27]=[O:28])[CH:21]=1.[F:33][C:34]([Si](C)(C)C)([F:36])[F:35].Cl. The catalyst is C1COCC1. The product is [F:33][C:34]([F:36])([F:35])[CH:27]([C:26]1[CH:29]=[CH:30][CH:31]=[CH:32][C:25]=1[C:22]1[CH:21]=[C:20]([CH3:19])[S:24][CH:23]=1)[OH:28]. The yield is 0.870. (2) The reactants are [CH2:1]([N:3]1[CH2:8][CH2:7][CH:6]([CH:9]2[CH2:14][CH2:13][N:12](C(OCC3C=CC=CC=3)=O)[CH2:11][CH2:10]2)[CH2:5][CH2:4]1)[CH3:2].O.C(O)(=O)C.[H][H]. The catalyst is CO.[Pd]. The product is [CH2:1]([N:3]1[CH2:4][CH2:5][CH:6]([CH:9]2[CH2:14][CH2:13][NH:12][CH2:11][CH2:10]2)[CH2:7][CH2:8]1)[CH3:2]. The yield is 1.00. (3) The reactants are [CH2:1]([NH:8][C:9]1[N:14]=[C:13]([CH3:15])[C:12]([CH:16]([CH2:21][CH2:22][CH3:23])[C:17]([O:19]C)=[O:18])=[C:11]([C:24]2[CH:29]=[CH:28][C:27]([CH3:30])=[CH:26][CH:25]=2)[N:10]=1)[C:2]1[CH:7]=[CH:6][CH:5]=[CH:4][CH:3]=1.[OH-].[Na+]. The catalyst is CO. The product is [CH2:1]([NH:8][C:9]1[N:14]=[C:13]([CH3:15])[C:12]([CH:16]([CH2:21][CH2:22][CH3:23])[C:17]([OH:19])=[O:18])=[C:11]([C:24]2[CH:25]=[CH:26][C:27]([CH3:30])=[CH:28][CH:29]=2)[N:10]=1)[C:2]1[CH:3]=[CH:4][CH:5]=[CH:6][CH:7]=1. The yield is 0.920. (4) The product is [CH3:1][O:2][CH2:3][O:4][C:5]1[CH:6]=[C:7]([CH2:11][CH2:12][CH3:13])[CH:8]=[CH:9][C:10]=1[CH:19]([OH:22])[CH2:20][CH3:21]. The yield is 0.700. The catalyst is CCCCC. The reactants are [CH3:1][O:2][CH2:3][O:4][C:5]1[CH:10]=[CH:9][CH:8]=[C:7]([CH2:11][CH2:12][CH3:13])[CH:6]=1.[Li]C(C)(C)C.[CH:19](=[O:22])[CH2:20][CH3:21].